From a dataset of Full USPTO retrosynthesis dataset with 1.9M reactions from patents (1976-2016). Predict the reactants needed to synthesize the given product. (1) Given the product [Cl:10][CH2:11][C:12]([NH:1][C:2]1[CH:7]=[C:6]([Cl:8])[CH:5]=[CH:4][C:3]=1[OH:9])=[O:13], predict the reactants needed to synthesize it. The reactants are: [NH2:1][C:2]1[CH:7]=[C:6]([Cl:8])[CH:5]=[CH:4][C:3]=1[OH:9].[Cl:10][CH2:11][C:12](Cl)=[O:13]. (2) Given the product [O:37]=[S:2]1(=[O:1])[CH2:3][CH2:4][CH:5]([NH:8][S:9]([C:12]2[CH:13]=[N:14][C:15]([C:18]3[CH:23]=[CH:22][N:21]=[C:20]4[NH:24][C:25]([CH3:27])=[CH:26][C:19]=34)=[N:16][CH:17]=2)(=[O:11])=[O:10])[CH2:6][CH2:7]1, predict the reactants needed to synthesize it. The reactants are: [O:1]=[S:2]1(=[O:37])[CH2:7][CH2:6][CH:5]([NH:8][S:9]([C:12]2[CH:13]=[N:14][C:15]([C:18]3[CH:23]=[CH:22][N:21]=[C:20]4[N:24](S(C5C=CC=CC=5)(=O)=O)[C:25]([CH3:27])=[CH:26][C:19]=34)=[N:16][CH:17]=2)(=[O:11])=[O:10])[CH2:4][CH2:3]1.CCCC[N+](CCCC)(CCCC)CCCC.[F-].